Dataset: NCI-60 drug combinations with 297,098 pairs across 59 cell lines. Task: Regression. Given two drug SMILES strings and cell line genomic features, predict the synergy score measuring deviation from expected non-interaction effect. (1) Synergy scores: CSS=7.38, Synergy_ZIP=-2.83, Synergy_Bliss=-2.57, Synergy_Loewe=-0.285, Synergy_HSA=-0.819. Drug 1: CC1=C(C=C(C=C1)NC2=NC=CC(=N2)N(C)C3=CC4=NN(C(=C4C=C3)C)C)S(=O)(=O)N.Cl. Drug 2: CN1C(=O)N2C=NC(=C2N=N1)C(=O)N. Cell line: LOX IMVI. (2) Drug 1: CN1CCC(CC1)COC2=C(C=C3C(=C2)N=CN=C3NC4=C(C=C(C=C4)Br)F)OC. Drug 2: C1CCC(C1)C(CC#N)N2C=C(C=N2)C3=C4C=CNC4=NC=N3. Cell line: MDA-MB-435. Synergy scores: CSS=1.45, Synergy_ZIP=13.4, Synergy_Bliss=7.98, Synergy_Loewe=-1.46, Synergy_HSA=1.72. (3) Drug 1: C1=NC2=C(N1)C(=S)N=C(N2)N. Drug 2: CC1CCCC2(C(O2)CC(NC(=O)CC(C(C(=O)C(C1O)C)(C)C)O)C(=CC3=CSC(=N3)C)C)C. Cell line: T-47D. Synergy scores: CSS=18.2, Synergy_ZIP=-6.66, Synergy_Bliss=-0.754, Synergy_Loewe=-2.44, Synergy_HSA=-1.58. (4) Drug 1: CCCCC(=O)OCC(=O)C1(CC(C2=C(C1)C(=C3C(=C2O)C(=O)C4=C(C3=O)C=CC=C4OC)O)OC5CC(C(C(O5)C)O)NC(=O)C(F)(F)F)O. Drug 2: CC12CCC3C(C1CCC2OP(=O)(O)O)CCC4=C3C=CC(=C4)OC(=O)N(CCCl)CCCl.[Na+]. Cell line: HOP-92. Synergy scores: CSS=35.0, Synergy_ZIP=4.03, Synergy_Bliss=4.69, Synergy_Loewe=-28.7, Synergy_HSA=2.35. (5) Drug 1: CNC(=O)C1=CC=CC=C1SC2=CC3=C(C=C2)C(=NN3)C=CC4=CC=CC=N4. Drug 2: B(C(CC(C)C)NC(=O)C(CC1=CC=CC=C1)NC(=O)C2=NC=CN=C2)(O)O. Cell line: UO-31. Synergy scores: CSS=4.20, Synergy_ZIP=-1.15, Synergy_Bliss=0.163, Synergy_Loewe=-2.24, Synergy_HSA=0.185. (6) Drug 2: CC12CCC3C(C1CCC2O)C(CC4=C3C=CC(=C4)O)CCCCCCCCCS(=O)CCCC(C(F)(F)F)(F)F. Synergy scores: CSS=18.6, Synergy_ZIP=-2.73, Synergy_Bliss=-7.56, Synergy_Loewe=-26.3, Synergy_HSA=-9.47. Drug 1: CCCCC(=O)OCC(=O)C1(CC(C2=C(C1)C(=C3C(=C2O)C(=O)C4=C(C3=O)C=CC=C4OC)O)OC5CC(C(C(O5)C)O)NC(=O)C(F)(F)F)O. Cell line: CAKI-1. (7) Drug 1: C1=CC(=CC=C1CC(C(=O)O)N)N(CCCl)CCCl.Cl. Drug 2: CNC(=O)C1=NC=CC(=C1)OC2=CC=C(C=C2)NC(=O)NC3=CC(=C(C=C3)Cl)C(F)(F)F. Cell line: DU-145. Synergy scores: CSS=12.3, Synergy_ZIP=0.316, Synergy_Bliss=-0.0706, Synergy_Loewe=-8.13, Synergy_HSA=-1.75. (8) Drug 1: C1=NC2=C(N=C(N=C2N1C3C(C(C(O3)CO)O)O)F)N. Drug 2: C#CCC(CC1=CN=C2C(=N1)C(=NC(=N2)N)N)C3=CC=C(C=C3)C(=O)NC(CCC(=O)O)C(=O)O. Cell line: UACC62. Synergy scores: CSS=58.0, Synergy_ZIP=4.67, Synergy_Bliss=0.0221, Synergy_Loewe=-15.7, Synergy_HSA=-0.0568. (9) Drug 1: CC1=CC=C(C=C1)C2=CC(=NN2C3=CC=C(C=C3)S(=O)(=O)N)C(F)(F)F. Drug 2: C1C(C(OC1N2C=C(C(=O)NC2=O)F)CO)O. Cell line: EKVX. Synergy scores: CSS=-1.39, Synergy_ZIP=2.95, Synergy_Bliss=3.40, Synergy_Loewe=-1.98, Synergy_HSA=-1.71.